This data is from NCI-60 drug combinations with 297,098 pairs across 59 cell lines. The task is: Regression. Given two drug SMILES strings and cell line genomic features, predict the synergy score measuring deviation from expected non-interaction effect. (1) Drug 1: CC1=C2C(C(=O)C3(C(CC4C(C3C(C(C2(C)C)(CC1OC(=O)C(C(C5=CC=CC=C5)NC(=O)C6=CC=CC=C6)O)O)OC(=O)C7=CC=CC=C7)(CO4)OC(=O)C)O)C)OC(=O)C. Drug 2: C1CN1C2=NC(=NC(=N2)N3CC3)N4CC4. Cell line: HCT-15. Synergy scores: CSS=41.2, Synergy_ZIP=-7.53, Synergy_Bliss=-5.94, Synergy_Loewe=-0.896, Synergy_HSA=-0.993. (2) Drug 1: COC1=CC(=CC(=C1O)OC)C2C3C(COC3=O)C(C4=CC5=C(C=C24)OCO5)OC6C(C(C7C(O6)COC(O7)C8=CC=CS8)O)O. Drug 2: CC1=C(N=C(N=C1N)C(CC(=O)N)NCC(C(=O)N)N)C(=O)NC(C(C2=CN=CN2)OC3C(C(C(C(O3)CO)O)O)OC4C(C(C(C(O4)CO)O)OC(=O)N)O)C(=O)NC(C)C(C(C)C(=O)NC(C(C)O)C(=O)NCCC5=NC(=CS5)C6=NC(=CS6)C(=O)NCCC[S+](C)C)O. Cell line: PC-3. Synergy scores: CSS=19.3, Synergy_ZIP=-6.56, Synergy_Bliss=-2.26, Synergy_Loewe=-0.0772, Synergy_HSA=0.711.